From a dataset of Catalyst prediction with 721,799 reactions and 888 catalyst types from USPTO. Predict which catalyst facilitates the given reaction. (1) Reactant: [C:1]([CH:4]([CH2:9][CH2:10][CH2:11][CH2:12][CH2:13][CH2:14][CH2:15][CH2:16][CH2:17][CH2:18][CH:19]([C:24](=[O:26])[CH3:25])C(OC)=O)C(OC)=O)(=[O:3])[CH3:2].[Cl-].[Na+].O. Product: [CH3:2][C:1](=[O:3])[CH2:4][CH2:9][CH2:10][CH2:11][CH2:12][CH2:13][CH2:14][CH2:15][CH2:16][CH2:17][CH2:18][CH2:19][C:24](=[O:26])[CH3:25]. The catalyst class is: 16. (2) Reactant: [NH:1]1[CH2:7][CH2:6][CH2:5][CH:4]([OH:8])[CH2:3][CH2:2]1.[H-].[Na+].F[C:12]1[CH:13]=[C:14]2[C:19](=[CH:20][C:21]=1[CH3:22])[C:18](=[O:23])[N:17]([CH2:24][C:25]1[CH:30]=[CH:29][C:28]([O:31][CH3:32])=[CH:27][CH:26]=1)[CH:16]=[CH:15]2.O. Product: [NH:1]1[CH2:7][CH2:6][CH2:5][CH:4]([O:8][C:12]2[CH:13]=[C:14]3[C:19](=[CH:20][C:21]=2[CH3:22])[C:18](=[O:23])[N:17]([CH2:24][C:25]2[CH:26]=[CH:27][C:28]([O:31][CH3:32])=[CH:29][CH:30]=2)[CH:16]=[CH:15]3)[CH2:3][CH2:2]1. The catalyst class is: 44.